This data is from Reaction yield outcomes from USPTO patents with 853,638 reactions. The task is: Predict the reaction yield, written as a fraction of the theoretical maximum amount of product (1.0 means a 100% yield; for example, 0.34 means a 34% yield). (1) The reactants are [Cl-:1].[NH3+:2][CH2:3][CH2:4][CH2:5][CH2:6][C:7]([C:9]1[CH:10]=[NH+:11][CH:12]=[CH:13][CH:14]=1)=O.[Cl-].[F:16][C:17]1[CH:22]=[C:21]([CH:23]=O)[CH:20]=[CH:19][C:18]=1[C:25]1[CH:30]=[CH:29][CH:28]=[CH:27][CH:26]=1. The catalyst is Cl.C(O)C. The product is [ClH:1].[ClH:1].[F:16][C:17]1[CH:22]=[C:21]([CH:23]=[C:6]2[CH2:5][CH2:4][CH2:3][N:2]=[C:7]2[C:9]2[CH:10]=[N:11][CH:12]=[CH:13][CH:14]=2)[CH:20]=[CH:19][C:18]=1[C:25]1[CH:26]=[CH:27][CH:28]=[CH:29][CH:30]=1. The yield is 0.360. (2) The reactants are [CH3:1][C:2]1[CH:7]=[CH:6][C:5]([S:8]([O:11][CH2:12][C:13]2([CH2:34][O:35]S(C3C=CC(C)=CC=3)(=O)=O)[CH2:18][CH2:17][C:16]([C:20]3[CH:25]=[C:24]([O:26][CH:27]4[CH2:32][CH2:31][CH2:30][CH2:29][O:28]4)[CH:23]=[C:22]([F:33])[CH:21]=3)(O)[CH2:15][CH2:14]2)(=[O:10])=[O:9])=[CH:4][CH:3]=1.[OH-].[Na+]. The catalyst is C1COCC1. The product is [CH3:1][C:2]1[CH:7]=[CH:6][C:5]([S:8]([O:11][CH2:12][C:13]23[CH2:14][CH2:15][C:16]([C:20]4[CH:25]=[C:24]([O:26][CH:27]5[CH2:32][CH2:31][CH2:30][CH2:29][O:28]5)[CH:23]=[C:22]([F:33])[CH:21]=4)([CH2:17][CH2:18]2)[O:35][CH2:34]3)(=[O:9])=[O:10])=[CH:4][CH:3]=1. The yield is 0.510. (3) The reactants are [Cl:1][C:2]1[C:3]([OH:13])=[CH:4][CH:5]=[C:6]2[C:11]=1[C:10](=[O:12])[NH:9][CH2:8][CH2:7]2.CS(O[CH:19]([CH3:24])[C:20]([F:23])([F:22])[F:21])(=O)=O.C([O-])([O-])=O.[K+].[K+].O. The catalyst is CN(C=O)C. The product is [Cl:1][C:2]1[C:3]([O:13][CH:19]([CH3:24])[C:20]([F:23])([F:22])[F:21])=[CH:4][CH:5]=[C:6]2[C:11]=1[C:10](=[O:12])[NH:9][CH2:8][CH2:7]2. The yield is 0.150. (4) The reactants are [CH2:1]([O:8][C:9]1[CH:14]=[CH:13][C:12](/[CH:15]=[CH:16]/[N+:17]([O-:19])=[O:18])=[CH:11][N:10]=1)[C:2]1[CH:7]=[CH:6][CH:5]=[CH:4][CH:3]=1.C(O)(=O)C.[B-].[Na+].O. The catalyst is CS(C)=O. The product is [CH2:1]([O:8][C:9]1[CH:14]=[CH:13][C:12]([CH2:15][CH2:16][N+:17]([O-:19])=[O:18])=[CH:11][N:10]=1)[C:2]1[CH:7]=[CH:6][CH:5]=[CH:4][CH:3]=1. The yield is 0.407.